Dataset: Reaction yield outcomes from USPTO patents with 853,638 reactions. Task: Predict the reaction yield, written as a fraction of the theoretical maximum amount of product (1.0 means a 100% yield; for example, 0.34 means a 34% yield). The product is [C:1]([C:5]1[CH:6]=[CH:7][C:8]([OH:11])=[C:9]([Cl:16])[CH:10]=1)([CH3:4])([CH3:2])[CH3:3]. The reactants are [C:1]([C:5]1[CH:10]=[CH:9][C:8]([OH:11])=[CH:7][CH:6]=1)([CH3:4])([CH3:3])[CH3:2].CO.O.C(Cl)[Cl:16]. The yield is 0.950. No catalyst specified.